Dataset: Catalyst prediction with 721,799 reactions and 888 catalyst types from USPTO. Task: Predict which catalyst facilitates the given reaction. (1) Reactant: P([O:5][C:6]([C@@:9]1([O:32][C:33]2[CH:38]=[C:37]([F:39])[C:36]([F:40])=[C:35]([F:41])[CH:34]=2)[CH2:14][CH2:13][CH2:12][N:11]2[C:15]([C:18]3[CH:23]=[CH:22][C:21]([N:24]4[CH:28]=[C:27]([CH3:29])[N:26]=[CH:25]4)=[C:20]([O:30][CH3:31])[N:19]=3)=[N:16][N:17]=[C:10]12)([CH3:8])[CH3:7])(O)(O)=O. Product: [CH3:31][O:30][C:20]1[N:19]=[C:18]([C:15]2[N:11]3[CH2:12][CH2:13][CH2:14][C@@:9]([C:6]([OH:5])([CH3:8])[CH3:7])([O:32][C:33]4[CH:38]=[C:37]([F:39])[C:36]([F:40])=[C:35]([F:41])[CH:34]=4)[C:10]3=[N:17][N:16]=2)[CH:23]=[CH:22][C:21]=1[N:24]1[CH:28]=[C:27]([CH3:29])[N:26]=[CH:25]1. The catalyst class is: 8. (2) Reactant: [O:1]1[CH:5]=[CH:4][C:3]([C:6]2[N:11]=[C:10]([C:12]3[N:16]4[CH:17]=[CH:18][C:19]([C:21]([CH3:31])([O:23][Si](CC)(CC)CC)[CH3:22])=[N:20][C:15]4=[N:14][CH:13]=3)[CH:9]=[CH:8][N:7]=2)=[CH:2]1. Product: [O:1]1[CH:5]=[CH:4][C:3]([C:6]2[N:11]=[C:10]([C:12]3[N:16]4[CH:17]=[CH:18][C:19]([C:21]([OH:23])([CH3:22])[CH3:31])=[N:20][C:15]4=[N:14][CH:13]=3)[CH:9]=[CH:8][N:7]=2)=[CH:2]1. The catalyst class is: 811. (3) Reactant: Cl[C:2]1[C:7]([C:8]([O:10][CH2:11][CH3:12])=[O:9])=[C:6]([CH3:13])[N:5]=[C:4]2[S:14][C:15]3[CH2:20][CH2:19][CH2:18][CH2:17][C:16]=3[C:3]=12.Cl.O1CCOCC1.[I-:28].[Na+]. Product: [I:28][C:2]1[C:7]([C:8]([O:10][CH2:11][CH3:12])=[O:9])=[C:6]([CH3:13])[N:5]=[C:4]2[S:14][C:15]3[CH2:20][CH2:19][CH2:18][CH2:17][C:16]=3[C:3]=12. The catalyst class is: 7. (4) Reactant: [NH2:1][C@@H:2]([CH2:9][S:10][C:11]1[CH:16]=[CH:15][CH:14]=[CH:13][CH:12]=1)[CH2:3][C:4]([N:6]([CH3:8])[CH3:7])=O.CO.Cl. Product: [CH3:8][N:6]([CH3:7])[CH2:4][CH2:3][C@@H:2]([NH2:1])[CH2:9][S:10][C:11]1[CH:12]=[CH:13][CH:14]=[CH:15][CH:16]=1. The catalyst class is: 1. (5) Reactant: [CH2:1]([O:4][C:5]([C:7]1[CH:8]=[C:9]2[C:14](=[CH:15][CH:16]=1)[N:13]([CH:17]1[CH2:22][CH2:21][N:20](C(OC(C)(C)C)=O)[CH2:19][CH2:18]1)[CH2:12][C:11](=[O:30])[NH:10]2)=[O:6])[CH:2]=[CH2:3].[ClH:31]. Product: [ClH:31].[ClH:31].[CH2:1]([O:4][C:5]([C:7]1[CH:8]=[C:9]2[C:14](=[CH:15][CH:16]=1)[N:13]([CH:17]1[CH2:22][CH2:21][NH:20][CH2:19][CH2:18]1)[CH2:12][C:11](=[O:30])[NH:10]2)=[O:6])[CH:2]=[CH2:3]. The catalyst class is: 12. (6) Reactant: [CH3:1][N:2]([CH3:12])[C:3]1[S:7][C:6]([C:8]([NH:10][NH2:11])=[O:9])=[CH:5][CH:4]=1.[NH:13]([C:22]([O:24][CH2:25][C:26]1[CH:31]=[CH:30][CH:29]=[CH:28][CH:27]=1)=[O:23])[C@H:14]([C:19](O)=[O:20])[CH2:15][CH:16]([CH3:18])[CH3:17].C(Cl)CCl.C1C=CC2N(O)N=NC=2C=1. Product: [CH3:17][CH:16]([CH3:18])[CH2:15][C@H:14]([NH:13][C:22]([O:24][CH2:25][C:26]1[CH:31]=[CH:30][CH:29]=[CH:28][CH:27]=1)=[O:23])[C:19]([NH:11][NH:10][C:8]([C:6]1[S:7][C:3]([N:2]([CH3:12])[CH3:1])=[CH:4][CH:5]=1)=[O:9])=[O:20]. The catalyst class is: 3. (7) Reactant: [NH:1]1[CH:5]=[CH:4][CH:3]=[C:2]1[C:6]([OH:8])=[O:7].[CH3:9][Si](Cl)(C)C. Product: [NH:1]1[CH:5]=[CH:4][CH:3]=[C:2]1[C:6]([O:8][CH3:9])=[O:7]. The catalyst class is: 5. (8) Reactant: [CH3:1][C:2]1[CH:11]=[C:10](Cl)[C:9]2[C:4](=[CH:5][CH:6]=[CH:7][CH:8]=2)[N:3]=1.[CH3:13][O:14][C:15]1[CH:16]=[C:17]2[C:22](=[CH:23][CH:24]=1)[NH:21][CH2:20][CH2:19][CH2:18]2.CC(C1C=C(C(C)C)C(C2C=CC=CC=2P(C2CCCCC2)C2CCCCC2)=C(C(C)C)C=1)C.C([O-])([O-])=O.[Cs+].[Cs+]. Product: [CH3:13][O:14][C:15]1[CH:16]=[C:17]2[C:22](=[CH:23][CH:24]=1)[N:21]([C:10]1[C:9]3[C:4](=[CH:5][CH:6]=[CH:7][CH:8]=3)[N:3]=[C:2]([CH3:1])[CH:11]=1)[CH2:20][CH2:19][CH2:18]2. The catalyst class is: 487. (9) Reactant: [H-].[Al+3].[Li+].[H-].[H-].[H-].[C:7]([N:15]1[CH2:28][CH2:27][C:26]2[C:25]3[CH:24]=[C:23]([C:29]4[CH:34]=[CH:33][C:32]([O:35][CH3:36])=[CH:31][CH:30]=4)[CH:22]=[CH:21][C:20]=3[NH:19][C:18]=2[CH2:17][CH2:16]1)(=O)[C:8]1[CH:13]=[CH:12][CH:11]=[CH:10][CH:9]=1. Product: [CH2:7]([N:15]1[CH2:28][CH2:27][C:26]2[C:25]3[CH:24]=[C:23]([C:29]4[CH:30]=[CH:31][C:32]([O:35][CH3:36])=[CH:33][CH:34]=4)[CH:22]=[CH:21][C:20]=3[NH:19][C:18]=2[CH2:17][CH2:16]1)[C:8]1[CH:9]=[CH:10][CH:11]=[CH:12][CH:13]=1. The catalyst class is: 7.